This data is from Reaction yield outcomes from USPTO patents with 853,638 reactions. The task is: Predict the reaction yield, written as a fraction of the theoretical maximum amount of product (1.0 means a 100% yield; for example, 0.34 means a 34% yield). The catalyst is C(Cl)Cl. The yield is 0.230. The reactants are [N+:1]([O-:4])(O)=[O:2].S(=O)(=O)(O)O.COC([C:14]1[C:15]2[CH:16]3[N:25]([C:26]([O:28][CH2:29][CH3:30])=[O:27])[CH:19]([CH2:20][C:21]=2[CH:22]=[CH:23][CH:24]=1)[CH2:18][CH2:17]3)=O. The product is [CH3:29][O:28][C:26]([C:24]1[CH:23]=[C:22]([N+:1]([O-:4])=[O:2])[C:21]2[CH2:20][CH:19]3[N:25]([C:26]([O:28][CH2:29][CH3:30])=[O:27])[CH:16]([CH2:17][CH2:18]3)[C:15]=2[CH:14]=1)=[O:27].